This data is from Full USPTO retrosynthesis dataset with 1.9M reactions from patents (1976-2016). The task is: Predict the reactants needed to synthesize the given product. (1) The reactants are: [CH2:1]([OH:3])[CH3:2].[Na].[CH3:5][O:6][C:7]1[CH:12]=[C:11]([O:13][CH3:14])[CH:10]=[C:9]([O:15][CH3:16])[C:8]=1[CH:17]=[CH:18][N+:19]([O-:21])=[O:20].C([C:24](CC)([C:28]([O-:30])=O)[C:25]([O-:27])=[O:26])C.[C:33](O)(=O)[CH3:34]. Given the product [CH2:1]([O:3][C:28](=[O:30])[CH:24]([CH:17]([C:8]1[C:9]([O:15][CH3:16])=[CH:10][C:11]([O:13][CH3:14])=[CH:12][C:7]=1[O:6][CH3:5])[CH2:18][N+:19]([O-:21])=[O:20])[C:25]([O:27][CH2:33][CH3:34])=[O:26])[CH3:2], predict the reactants needed to synthesize it. (2) Given the product [CH:1]1([C@@H:4]([NH:9][C:10]2[C:22]3[C:21]4[CH:20]=[CH:19][C:18]([I:51])=[CH:17][C:16]=4[NH:15][C:14]=3[C:13]([C:32]([NH2:34])=[O:33])=[CH:12][N:11]=2)[C:5]([F:8])([F:7])[F:6])[CH2:3][CH2:2]1, predict the reactants needed to synthesize it. The reactants are: [CH:1]1([C@@H:4]([NH:9][C:10]2[C:22]3[C:21]4[CH:20]=[CH:19][C:18](B5OC(C)(C)C(C)(C)O5)=[CH:17][C:16]=4[NH:15][C:14]=3[C:13]([C:32]([NH2:34])=[O:33])=[CH:12][N:11]=2)[C:5]([F:8])([F:7])[F:6])[CH2:3][CH2:2]1.CC1C=CC(S([N-]Cl)(=O)=O)=CC=1.O.O.O.[Na+].[I-:51].[Na+]. (3) The reactants are: [NH2:1][C@H:2]([C:18]([OH:20])=[O:19])[CH2:3][CH2:4][C:5]([NH:7][C@H:8]([C:11]([NH:13][CH2:14][C:15]([OH:17])=[O:16])=[O:12])[CH2:9][SH:10])=[O:6].Cl.[N:22]([O-])=[O:23].[Na+]. Given the product [NH2:1][C@H:2]([C:18]([OH:20])=[O:19])[CH2:3][CH2:4][C:5]([NH:7][C@H:8]([C:11]([NH:13][CH2:14][C:15]([OH:17])=[O:16])=[O:12])[CH2:9][S:10][N:22]=[O:23])=[O:6], predict the reactants needed to synthesize it. (4) Given the product [NH:3]1[C:11]2[C:6](=[CH:7][CH:8]=[CH:9][CH:10]=2)[C:5]([CH:12]2[CH2:17][CH2:16][CH:15]([NH:18][CH:19]([CH:23]3[CH2:24][CH2:25][N:26]([C:41](=[O:42])/[CH:40]=[CH:39]/[C:36]4[CH:37]=[CH:38][C:33]5[O:32][CH2:31][CH2:30][O:29][C:34]=5[CH:35]=4)[CH2:27][CH2:28]3)[C:20]([NH2:22])=[O:21])[CH2:14][CH2:13]2)=[CH:4]1, predict the reactants needed to synthesize it. The reactants are: Cl.Cl.[NH:3]1[C:11]2[C:6](=[CH:7][CH:8]=[CH:9][CH:10]=2)[C:5]([CH:12]2[CH2:17][CH2:16][CH:15]([NH:18][CH:19]([CH:23]3[CH2:28][CH2:27][NH:26][CH2:25][CH2:24]3)[C:20]([NH2:22])=[O:21])[CH2:14][CH2:13]2)=[CH:4]1.[O:29]1[C:34]2[CH:35]=[C:36](/[CH:39]=[CH:40]/[C:41](O)=[O:42])[CH:37]=[CH:38][C:33]=2[O:32][CH2:31][CH2:30]1.